From a dataset of Full USPTO retrosynthesis dataset with 1.9M reactions from patents (1976-2016). Predict the reactants needed to synthesize the given product. (1) Given the product [F:1][C:2]1[CH:3]=[CH:4][C:5]([CH2:6][C:7]2[O:11][N:10]=[C:9]([C:12]([OH:14])=[O:13])[CH:8]=2)=[CH:17][CH:18]=1, predict the reactants needed to synthesize it. The reactants are: [F:1][C:2]1[CH:18]=[CH:17][C:5]([CH2:6][C:7]2[O:11][N:10]=[C:9]([C:12]([O:14]CC)=[O:13])[CH:8]=2)=[CH:4][CH:3]=1.C(O)C.[OH-].[Na+]. (2) Given the product [O:16]=[C:6]1[N:5]2[CH:17]=[CH:18][S:19][C:4]2=[N:3][C:2](/[CH:1]=[CH:20]/[C:21]2[CH:22]=[N:23][CH:24]=[CH:25][CH:26]=2)=[C:7]1[C:8]1[CH:9]=[CH:10][C:11]([C:12]#[N:13])=[CH:14][CH:15]=1, predict the reactants needed to synthesize it. The reactants are: [CH3:1][C:2]1[N:3]=[C:4]2[S:19][CH:18]=[CH:17][N:5]2[C:6](=[O:16])[C:7]=1[C:8]1[CH:15]=[CH:14][C:11]([C:12]#[N:13])=[CH:10][CH:9]=1.[CH:20](=O)[C:21]1[CH:26]=[CH:25][CH:24]=[N:23][CH:22]=1.[O-]CC.[Na+]. (3) Given the product [CH:49]1([C@@:35]([OH:36])([C:29]2[CH:34]=[CH:33][CH:32]=[CH:31][CH:30]=2)[C:37]2[N:41]=[CH:40][N:39]([CH2:42][CH:43]3[CH2:48][CH2:47][N:46]([CH2:21][CH2:20][C:17]4[CH:16]=[CH:15][C:14]([CH2:13][CH2:12][N:3]5[C:4](=[O:11])[C:5]6[C:10](=[CH:9][CH:8]=[CH:7][CH:6]=6)[C:2]5=[O:1])=[CH:19][CH:18]=4)[CH2:45][CH2:44]3)[N:38]=2)[CH2:54][CH2:53][CH2:52][CH2:51][CH2:50]1, predict the reactants needed to synthesize it. The reactants are: [O:1]=[C:2]1[C:10]2[C:5](=[CH:6][CH:7]=[CH:8][CH:9]=2)[C:4](=[O:11])[N:3]1[CH2:12][CH2:13][C:14]1[CH:19]=[CH:18][C:17]([CH2:20][CH2:21]OS(C)(=O)=O)=[CH:16][CH:15]=1.[I-].[Na+].[CH:29]1([C:35]([C:49]2[CH:54]=[CH:53][CH:52]=[CH:51][CH:50]=2)([C:37]2[N:41]=[CH:40][N:39]([CH2:42][CH:43]3[CH2:48][CH2:47][NH:46][CH2:45][CH2:44]3)[N:38]=2)[OH:36])[CH2:34][CH2:33][CH2:32][CH2:31][CH2:30]1.C(N(C(C)C)CC)(C)C. (4) Given the product [CH3:3][CH:2]([CH:4]([OH:16])[CH:5]([C:7]1[CH:12]=[CH:11][CH:10]=[CH:9][C:8]=1[N+:13]([O-:15])=[O:14])[CH3:6])[CH3:1], predict the reactants needed to synthesize it. The reactants are: [CH3:1][CH:2]([C:4](=[O:16])[CH:5]([C:7]1[CH:12]=[CH:11][CH:10]=[CH:9][C:8]=1[N+:13]([O-:15])=[O:14])[CH3:6])[CH3:3].[BH4-].[Na+].Cl. (5) Given the product [CH:1]([O:4][CH2:5][CH2:6][CH2:7][NH:8][S:9]([C:12]1[CH:13]=[C:14]([CH:18]=[CH:19][CH:20]=1)[C:15]([N:61]1[CH2:62][CH2:63][C:58]2([NH:54]/[C:55](=[N:64]/[C:65]([C:67]3[C:72]([NH2:73])=[N:71][C:70]([NH2:74])=[C:69]([Cl:75])[N:68]=3)=[O:66])/[NH:56][CH2:57]2)[CH2:59][CH2:60]1)=[O:17])(=[O:10])=[O:11])([CH3:2])[CH3:3], predict the reactants needed to synthesize it. The reactants are: [CH:1]([O:4][CH2:5][CH2:6][CH2:7][NH:8][S:9]([C:12]1[CH:13]=[C:14]([CH:18]=[CH:19][CH:20]=1)[C:15]([OH:17])=O)(=[O:11])=[O:10])([CH3:3])[CH3:2].CN(C(ON1N=NC2C=CC=NC1=2)=[N+](C)C)C.F[P-](F)(F)(F)(F)F.CN1CCOCC1.Cl.Cl.[NH:54]1[C:58]2([CH2:63][CH2:62][NH:61][CH2:60][CH2:59]2)[CH2:57][NH:56]/[C:55]/1=[N:64]\[C:65]([C:67]1[C:72]([NH2:73])=[N:71][C:70]([NH2:74])=[C:69]([Cl:75])[N:68]=1)=[O:66].